Dataset: Reaction yield outcomes from USPTO patents with 853,638 reactions. Task: Predict the reaction yield, written as a fraction of the theoretical maximum amount of product (1.0 means a 100% yield; for example, 0.34 means a 34% yield). (1) The reactants are C(=O)([O-])[O-].[Cs+].[Cs+].Cl.Cl.[NH:9]1[CH2:12][CH:11]([C:13]2[NH:17][C:16]3[CH:18]=[CH:19][C:20]([CH3:22])=[CH:21][C:15]=3[N:14]=2)[CH2:10]1.[Cl:23][C:24]1[C:25](F)=[N:26][CH:27]=[CH:28][CH:29]=1. The catalyst is CN1C(=O)CCC1. The product is [Cl:23][C:24]1[C:25]([N:9]2[CH2:12][CH:11]([C:13]3[NH:17][C:16]4[CH:18]=[CH:19][C:20]([CH3:22])=[CH:21][C:15]=4[N:14]=3)[CH2:10]2)=[N:26][CH:27]=[CH:28][CH:29]=1. The yield is 0.100. (2) The reactants are [S:1]1[CH:5]=[CH:4][CH:3]=[C:2]1[CH2:6][NH2:7].[C:8](O[C:8]([O:10][C:11]([CH3:14])([CH3:13])[CH3:12])=[O:9])([O:10][C:11]([CH3:14])([CH3:13])[CH3:12])=[O:9].C(N(CC)CC)C. The catalyst is ClCCl. The product is [S:1]1[CH:5]=[CH:4][CH:3]=[C:2]1[CH2:6][NH:7][C:8](=[O:9])[O:10][C:11]([CH3:14])([CH3:13])[CH3:12]. The yield is 0.920. (3) The reactants are [Br:1][C:2]1[C:3](Cl)=[C:4]([Cl:27])[C:5]([N:8](CC2C=CC(OC)=CC=2)CC2C=CC(OC)=CC=2)=[N:6][CH:7]=1.[NH:29]1[CH2:34][CH2:33][C:32]2([C:42]3[C:37](=[CH:38][CH:39]=[CH:40][CH:41]=3)[NH:36][C:35]2=[O:43])[CH2:31][CH2:30]1.[F-].[K+].C(N(CC)CC)C. The catalyst is CN1C(=O)CCC1. The product is [NH2:8][C:5]1[C:4]([Cl:27])=[C:3]([N:29]2[CH2:34][CH2:33][C:32]3([C:42]4[C:37](=[CH:38][CH:39]=[CH:40][CH:41]=4)[NH:36][C:35]3=[O:43])[CH2:31][CH2:30]2)[C:2]([Br:1])=[CH:7][N:6]=1. The yield is 0.270. (4) The reactants are [H-].[Na+].[F:3][C:4]1[CH:20]=[CH:19][C:7]([C:8]([NH:10][CH2:11][CH2:12][C:13]2[O:14][C:15]([CH3:18])=[CH:16][CH:17]=2)=[O:9])=[CH:6][CH:5]=1.I[CH3:22]. The catalyst is C1COCC1. The product is [F:3][C:4]1[CH:5]=[CH:6][C:7]([C:8]([N:10]([CH3:22])[CH2:11][CH2:12][C:13]2[O:14][C:15]([CH3:18])=[CH:16][CH:17]=2)=[O:9])=[CH:19][CH:20]=1. The yield is 0.840.